Predict which catalyst facilitates the given reaction. From a dataset of Catalyst prediction with 721,799 reactions and 888 catalyst types from USPTO. (1) Reactant: [N:1]1[CH:2]=[N:3][N:4]2[CH:9]=[CH:8][C:7]([O:10][C:11]3[CH:19]=[CH:18][C:14](C(O)=O)=[C:13]([F:20])[C:12]=3[Cl:21])=[CH:6][C:5]=12.C([N:24](CC)CC)C.C1(P(N=[N+]=[N-])(C2C=CC=CC=2)=O)C=CC=CC=1.O. Product: [N:1]1[CH:2]=[N:3][N:4]2[CH:9]=[CH:8][C:7]([O:10][C:11]3[CH:19]=[CH:18][C:14]([NH2:24])=[C:13]([F:20])[C:12]=3[Cl:21])=[CH:6][C:5]=12. The catalyst class is: 3. (2) Reactant: [O:1]1[CH2:6][CH2:5][N:4]([C:7]2[C:8]3[N:9]([CH:13]=[C:14]([CH:16]=O)[N:15]=3)[N:10]=[CH:11][CH:12]=2)[CH2:3][CH2:2]1.[CH3:18][C:19]1[CH:28]=[CH:27][C:26]2[C:21](=[CH:22][CH:23]=[CH:24][CH:25]=2)[N:20]=1.C[Si](Br)(C)C.CO. Product: [N:20]1[C:21]2[C:26](=[CH:25][CH:24]=[CH:23][CH:22]=2)[CH:27]=[CH:28][C:19]=1/[CH:18]=[CH:16]/[C:14]1[N:15]=[C:8]2[C:7]([N:4]3[CH2:5][CH2:6][O:1][CH2:2][CH2:3]3)=[CH:12][CH:11]=[N:10][N:9]2[CH:13]=1. The catalyst class is: 3. (3) Reactant: [C:1]1([C:7](=[N:14][C:15]2[CH:16]=[N:17][CH:18]=[C:19]([CH:26]=2)[C:20](N(OC)C)=[O:21])[C:8]2[CH:13]=[CH:12][CH:11]=[CH:10][CH:9]=2)[CH:6]=[CH:5][CH:4]=[CH:3][CH:2]=1.[H-].C([Al+]C(C)C)(C)C.O.C(OCC)(=O)C. Product: [C:1]1([C:7](=[N:14][C:15]2[CH:16]=[N:17][CH:18]=[C:19]([CH:26]=2)[CH:20]=[O:21])[C:8]2[CH:13]=[CH:12][CH:11]=[CH:10][CH:9]=2)[CH:6]=[CH:5][CH:4]=[CH:3][CH:2]=1. The catalyst class is: 1. (4) Reactant: C([O:3][C:4](=O)[CH2:5][N:6]1[CH2:11][CH2:10][N:9]([S:12](=[O:35])(=[O:34])[NH:13][C:14]2[CH:19]=[C:18]([O:20][CH3:21])[N:17]=[C:16]([S:22]([CH2:25][C:26]3[CH:31]=[CH:30][CH:29]=[C:28]([F:32])[C:27]=3[F:33])(=[O:24])=[O:23])[N:15]=2)[CH2:8][CH2:7]1)C.[BH4-].[Li+]. The catalyst class is: 1. Product: [F:33][C:27]1[C:28]([F:32])=[CH:29][CH:30]=[CH:31][C:26]=1[CH2:25][S:22]([C:16]1[N:15]=[C:14]([NH:13][S:12]([N:9]2[CH2:8][CH2:7][N:6]([CH2:5][CH2:4][OH:3])[CH2:11][CH2:10]2)(=[O:35])=[O:34])[CH:19]=[C:18]([O:20][CH3:21])[N:17]=1)(=[O:23])=[O:24]. (5) Reactant: [F:1][C:2]1[CH:7]=[CH:6][C:5]([C:8]2[N:9]=[CH:10][N:11]3[CH2:16][CH2:15][NH:14][CH2:13][C:12]=23)=[CH:4][CH:3]=1.CCN(CC)CC.[N:24]([C:27]1[CH:32]=[CH:31][CH:30]=[CH:29][CH:28]=1)=[C:25]=[O:26]. Product: [F:1][C:2]1[CH:3]=[CH:4][C:5]([C:8]2[N:9]=[CH:10][N:11]3[CH2:16][CH2:15][N:14]([C:25]([NH:24][C:27]4[CH:32]=[CH:31][CH:30]=[CH:29][CH:28]=4)=[O:26])[CH2:13][C:12]=23)=[CH:6][CH:7]=1. The catalyst class is: 2.